This data is from Full USPTO retrosynthesis dataset with 1.9M reactions from patents (1976-2016). The task is: Predict the reactants needed to synthesize the given product. (1) Given the product [Br:1][C:2]1[CH:3]=[C:4]([F:12])[C:5]([O:11][CH2:13][CH:15]2[CH2:16][O:17]2)=[C:6]([C:8](=[O:10])[CH3:9])[CH:7]=1, predict the reactants needed to synthesize it. The reactants are: [Br:1][C:2]1[CH:3]=[C:4]([F:12])[C:5]([OH:11])=[C:6]([C:8](=[O:10])[CH3:9])[CH:7]=1.[CH2:13]([CH:15]1[O:17][CH2:16]1)Br.C([O-])([O-])=O.[K+].[K+].O. (2) The reactants are: [C:1]([O:4][CH:5]=[CH2:6])(=[O:3])[CH3:2].[CH:7]([O:9][CH:10]1[CH2:15][CH2:14][CH2:13][CH2:12][CH2:11]1)=[CH2:8].CC(N=NC(C#N)(C)C)(C#N)C. Given the product [C:1]([O:4][CH:5]=[CH2:6])(=[O:3])[CH3:2].[CH:7]([O:9][CH:10]1[CH2:15][CH2:14][CH2:13][CH2:12][CH2:11]1)=[CH2:8], predict the reactants needed to synthesize it. (3) Given the product [ClH:35].[OH:8][C:9]1[C:10](=[O:34])[C:11]([C:29]2[S:30][CH:31]=[CH:32][N:33]=2)=[CH:12][N:13]2[CH2:18][CH2:17][N:16]([CH2:19][CH2:20][CH2:21][C:22]3[CH:27]=[CH:26][CH:25]=[CH:24][CH:23]=3)[C:15](=[O:28])[C:14]=12, predict the reactants needed to synthesize it. The reactants are: C([O:8][C:9]1[C:10](=[O:34])[C:11]([C:29]2[S:30][CH:31]=[CH:32][N:33]=2)=[CH:12][N:13]2[CH2:18][CH2:17][N:16]([CH2:19][CH2:20][CH2:21][C:22]3[CH:27]=[CH:26][CH:25]=[CH:24][CH:23]=3)[C:15](=[O:28])[C:14]=12)C1C=CC=CC=1.[ClH:35]. (4) The reactants are: [CH:1](=[O:10])[C:2]1[CH:7]=[CH:6][CH:5]=[C:4]([O:8][CH3:9])[CH:3]=1.[Br:11]N1C(=O)CCC1=O.O. Given the product [Br:11][C:7]1[CH:6]=[CH:5][C:4]([O:8][CH3:9])=[CH:3][C:2]=1[CH:1]=[O:10], predict the reactants needed to synthesize it. (5) Given the product [CH:7]1([CH2:6][NH:5][C:13]([C:15]2[N:16]=[N:17][C:18]([O:21][CH2:22][C:23]3[C:24]([C:29]4[CH:34]=[CH:33][N:32]=[CH:31][CH:30]=4)=[N:25][O:26][C:27]=3[CH3:28])=[CH:19][CH:20]=2)=[O:12])[CH2:9][CH2:8]1, predict the reactants needed to synthesize it. The reactants are: C[Al](C)C.[NH2:5][CH2:6][CH:7]1[CH2:9][CH2:8]1.C([O:12][C:13]([C:15]1[N:16]=[N:17][C:18]([O:21][CH2:22][C:23]2[C:24]([C:29]3[CH:34]=[CH:33][N:32]=[CH:31][CH:30]=3)=[N:25][O:26][C:27]=2[CH3:28])=[CH:19][CH:20]=1)=O)C.C(C(C(C([O-])=O)O)O)([O-])=O.[K+].[Na+].